Dataset: Catalyst prediction with 721,799 reactions and 888 catalyst types from USPTO. Task: Predict which catalyst facilitates the given reaction. (1) Reactant: [Br:1][C:2]1[CH:38]=[C:37]([F:39])[CH:36]=[CH:35][C:3]=1[O:4][C:5]1[C:6]([NH:20][C:21]2[S:22][CH:23]=[C:24]([CH:26]3[CH2:31][CH2:30][N:29](C([O-])=O)[CH2:28][CH2:27]3)[N:25]=2)=[N:7][CH:8]=[C:9]([S:11][C:12]2[CH:17]=[CH:16][CH:15]=[C:14]([O:18][CH3:19])[CH:13]=2)[CH:10]=1.C(O)(C(F)(F)F)=O.O.C([O-])([O-])=O.[Na+].[Na+]. Product: [Br:1][C:2]1[CH:38]=[C:37]([F:39])[CH:36]=[CH:35][C:3]=1[O:4][C:5]1[C:6]([NH:20][C:21]2[S:22][CH:23]=[C:24]([CH:26]3[CH2:31][CH2:30][NH:29][CH2:28][CH2:27]3)[N:25]=2)=[N:7][CH:8]=[C:9]([S:11][C:12]2[CH:17]=[CH:16][CH:15]=[C:14]([O:18][CH3:19])[CH:13]=2)[CH:10]=1. The catalyst class is: 2. (2) Reactant: [F:1][C:2]([F:41])([F:40])[C:3]1[CH:4]=[C:5]([CH:33]=[CH:34][C:35]=1[C:36]([F:39])([F:38])[F:37])[CH2:6][O:7][C:8]1[CH:9]=[C:10]2[C:14](=[CH:15][CH:16]=1)[N:13]([C:17](=[O:32])[CH2:18][N:19]([CH2:27][CH2:28][C:29]([OH:31])=[O:30])C(OC(C)(C)C)=O)[CH2:12][CH2:11]2.[C:42]([OH:48])([C:44]([F:47])([F:46])[F:45])=[O:43]. Product: [OH:48][C:42]([C:44]([F:47])([F:46])[F:45])=[O:43].[F:40][C:2]([F:1])([F:41])[C:3]1[CH:4]=[C:5]([CH:33]=[CH:34][C:35]=1[C:36]([F:37])([F:38])[F:39])[CH2:6][O:7][C:8]1[CH:9]=[C:10]2[C:14](=[CH:15][CH:16]=1)[N:13]([C:17](=[O:32])[CH2:18][NH:19][CH2:27][CH2:28][C:29]([OH:31])=[O:30])[CH2:12][CH2:11]2. The catalyst class is: 4.